Dataset: TCR-epitope binding with 47,182 pairs between 192 epitopes and 23,139 TCRs. Task: Binary Classification. Given a T-cell receptor sequence (or CDR3 region) and an epitope sequence, predict whether binding occurs between them. (1) Result: 0 (the TCR does not bind to the epitope). The TCR CDR3 sequence is CASSIFGEQFF. The epitope is LPAADLDDF. (2) The epitope is IQYIDIGNY. The TCR CDR3 sequence is CASSQDKTRSRGSYNEQFF. Result: 0 (the TCR does not bind to the epitope). (3) Result: 0 (the TCR does not bind to the epitope). The epitope is ELAGIGILTV. The TCR CDR3 sequence is CASSGGWGGGNEQYF. (4) The epitope is PROT_97E67BCC. The TCR CDR3 sequence is CASSRTGLPGNEQFF. Result: 1 (the TCR binds to the epitope). (5) The TCR CDR3 sequence is CASSGSPGQGAEYF. The epitope is PKYVKQNTLKLAT. Result: 1 (the TCR binds to the epitope). (6) The epitope is TVYDPLQPELDSFK. The TCR CDR3 sequence is CASSFRTATEQFF. Result: 1 (the TCR binds to the epitope). (7) The epitope is IQYIDIGNY. The TCR CDR3 sequence is CASSLERGSYEQYF. Result: 0 (the TCR does not bind to the epitope). (8) Result: 1 (the TCR binds to the epitope). The TCR CDR3 sequence is CASSLGEGTTYEQYF. The epitope is YLDAYNMMI. (9) The epitope is DPFRLLQNSQVFS. The TCR CDR3 sequence is CSARHYTEAFF. Result: 0 (the TCR does not bind to the epitope). (10) The TCR CDR3 sequence is CSVRQWGNEQFF. The epitope is GTSGSPIVNR. Result: 0 (the TCR does not bind to the epitope).